From a dataset of CYP2D6 inhibition data for predicting drug metabolism from PubChem BioAssay. Regression/Classification. Given a drug SMILES string, predict its absorption, distribution, metabolism, or excretion properties. Task type varies by dataset: regression for continuous measurements (e.g., permeability, clearance, half-life) or binary classification for categorical outcomes (e.g., BBB penetration, CYP inhibition). Dataset: cyp2d6_veith. (1) The compound is O=C(O)c1ccccc1C1c2ccccc2Oc2ccccc21. The result is 0 (non-inhibitor). (2) The drug is O=C(C[C@@H](C(=O)O)N1CCOCC1)c1ccccc1. The result is 0 (non-inhibitor). (3) The molecule is COc1cccc(NC(=O)C2c3cc(OC)c(OC)cc3C(=O)N(C)C2c2cccnc2)c1. The result is 0 (non-inhibitor). (4) The drug is Cc1ccc(NC(=S)N2CCN(CCN3C(=O)c4cccc5cccc(c45)C3=O)CC2)cc1. The result is 0 (non-inhibitor).